From a dataset of Reaction yield outcomes from USPTO patents with 853,638 reactions. Predict the reaction yield, written as a fraction of the theoretical maximum amount of product (1.0 means a 100% yield; for example, 0.34 means a 34% yield). (1) The reactants are [F:1][C:2]([F:11])([F:10])[C:3]1[CH:9]=[CH:8][CH:7]=[CH:6][C:4]=1[NH2:5].[CH2:12](N(CC)CC)C.O1CCCC1.[S:24]1[C:28]2[C:29]3[CH:37]=[CH:36][CH:35]=[CH:34][C:30]=3[O:31][CH2:32][CH2:33][C:27]=2[CH:26]=[C:25]1[C:38](Cl)=[O:39].[H-].[Na+].CI. No catalyst specified. The product is [CH3:12][N:5]([C:4]1[CH:6]=[CH:7][CH:8]=[CH:9][C:3]=1[C:2]([F:10])([F:11])[F:1])[C:38]([C:25]1[S:24][C:28]2[C:29]3[CH:37]=[CH:36][CH:35]=[CH:34][C:30]=3[O:31][CH2:32][CH2:33][C:27]=2[CH:26]=1)=[O:39]. The yield is 0.250. (2) The reactants are Cl.C(O[C:5]([C:7]1[CH:8]=[C:9]2[C:13](=[CH:14][CH:15]=1)[NH:12][N:11]=[C:10]2[C:16]1[CH:21]=[CH:20][C:19]([F:22])=[CH:18][CH:17]=1)=[NH:6])C.C(N(CC)CC)C.[C:30]1([CH2:36][C:37]([NH:39][NH2:40])=O)[CH:35]=[CH:34][CH:33]=[CH:32][CH:31]=1. No catalyst specified. The product is [F:22][C:19]1[CH:20]=[CH:21][C:16]([C:10]2[C:9]3[C:13](=[CH:14][CH:15]=[C:7]([C:5]4[NH:6][C:37]([CH2:36][C:30]5[CH:35]=[CH:34][CH:33]=[CH:32][CH:31]=5)=[N:39][N:40]=4)[CH:8]=3)[NH:12][N:11]=2)=[CH:17][CH:18]=1. The yield is 0.440. (3) The reactants are [Cl:1][C:2]1[S:6][C:5]([S:7]([N:10](S(C2SC(Cl)=CC=2)(=O)=O)[C:11]2[C:19]3[C:14](=[CH:15][CH:16]=[CH:17][C:18]=3[O:20][CH3:21])[N:13]([CH2:22][C:23]3[CH:28]=[CH:27][CH:26]=[C:25]([O:29][CH2:30][CH2:31][N:32]([CH3:34])[CH3:33])[CH:24]=3)[N:12]=2)(=[O:9])=[O:8])=[CH:4][CH:3]=1.[OH-].[Na+]. The catalyst is CO. The product is [Cl:1][C:2]1[S:6][C:5]([S:7]([NH:10][C:11]2[C:19]3[C:14](=[CH:15][CH:16]=[CH:17][C:18]=3[O:20][CH3:21])[N:13]([CH2:22][C:23]3[CH:28]=[CH:27][CH:26]=[C:25]([O:29][CH2:30][CH2:31][N:32]([CH3:33])[CH3:34])[CH:24]=3)[N:12]=2)(=[O:8])=[O:9])=[CH:4][CH:3]=1. The yield is 0.390. (4) The reactants are [CH:1]1([C:4]2[CH:5]=[C:6]([C:23]([OH:25])=[O:24])[C:7](=[O:22])[N:8]3[C:13]=2[C:12]([CH3:14])=[C:11]([N:15]2[CH2:19][CH2:18][C@@H:17]([OH:20])[CH2:16]2)[C:10]([F:21])=[CH:9]3)[CH2:3][CH2:2]1.O[N:27]1[C:31](=[O:32])[C:30]2=[CH:33][CH:34]=[CH:35][CH:36]=[C:29]2[C:28]1=[O:37].[C:38]1(P(C2C=CC=CC=2)C2C=CC=CC=2)C=CC=C[CH:39]=1.[N+](C(OC(C)C)=O)(C(OC(C)C)=O)=[N-]. The catalyst is C1COCC1.O. The product is [CH2:38]([O:24][C:23]([C:6]1[C:7](=[O:22])[N:8]2[C:13]([C:12]([CH3:14])=[C:11]([N:15]3[CH2:19][CH2:18][C@H:17]([O:20][N:27]4[C:31](=[O:32])[C:30]5[C:29](=[CH:36][CH:35]=[CH:34][CH:33]=5)[C:28]4=[O:37])[CH2:16]3)[C:10]([F:21])=[CH:9]2)=[C:4]([CH:1]2[CH2:2][CH2:3]2)[CH:5]=1)=[O:25])[CH3:39]. The yield is 0.540. (5) The reactants are [Cl:1][CH2:2][CH2:3][C:4]1[CH:9]=[CH:8][C:7]([N:10]2[C:14]3[CH:15]=[C:16]([CH3:22])[C:17]([C:20]#[N:21])=[C:18]([CH3:19])[C:13]=3[N:12]=[C:11]2[CH2:23][CH3:24])=[CH:6][CH:5]=1.[OH-:25].[Na+]. The catalyst is OS(O)(=O)=O. The yield is 0.830. The product is [Cl:1][CH2:2][CH2:3][C:4]1[CH:5]=[CH:6][C:7]([N:10]2[C:14]3[CH:15]=[C:16]([CH3:22])[C:17]([C:20]([NH2:21])=[O:25])=[C:18]([CH3:19])[C:13]=3[N:12]=[C:11]2[CH2:23][CH3:24])=[CH:8][CH:9]=1. (6) The reactants are CC1(C)[O:6][C@@H:5]([C@@H:7]([C:17]2[S:18][CH:19]=[CH:20][CH:21]=2)[N:8]2[C:16]3[C:11](=[CH:12][CH:13]=[CH:14][CH:15]=3)[CH:10]=[CH:9]2)[CH2:4][O:3]1.C1(S(O)(=O)=O)C=CC=CC=1. The catalyst is CO.C(OCC)(=O)C. The product is [N:8]1([C@H:7]([C:17]2[S:18][CH:19]=[CH:20][CH:21]=2)[C@H:5]([OH:6])[CH2:4][OH:3])[C:16]2[C:11](=[CH:12][CH:13]=[CH:14][CH:15]=2)[CH:10]=[CH:9]1. The yield is 0.820. (7) The reactants are [OH:1][C:2]1[CH:3]=[C:4]2[C:8](=[C:9]([N+:11]([O-:13])=[O:12])[CH:10]=1)[NH:7][C:6]([C:14]([O:16][CH2:17][CH3:18])=[O:15])=[CH:5]2.CC1C=CC(S(O[CH2:30][CH2:31][CH2:32][S:33]([CH3:36])(=[O:35])=[O:34])(=O)=O)=CC=1.C(=O)([O-])[O-].[K+].[K+].CN(C)C=O. The catalyst is O. The product is [CH3:36][S:33]([CH2:32][CH2:31][CH2:30][O:1][C:2]1[CH:3]=[C:4]2[C:8](=[C:9]([N+:11]([O-:13])=[O:12])[CH:10]=1)[NH:7][C:6]([C:14]([O:16][CH2:17][CH3:18])=[O:15])=[CH:5]2)(=[O:35])=[O:34]. The yield is 0.770. (8) The reactants are [CH3:1][C:2]1[C:6]2[C:7](=[O:20])[N:8]([CH2:12][CH2:13][N:14]3[CH2:19][CH2:18][O:17][CH2:16][CH2:15]3)[CH2:9][CH2:10][CH2:11][C:5]=2[NH:4][C:3]=1[CH:21]=O.[F:23][C:24]1[CH:25]=[C:26]2[C:30](=[CH:31][C:32]=1[NH:33][C:34](=[O:38])[CH2:35][O:36][CH3:37])[NH:29][C:28](=[O:39])[CH2:27]2. The product is [F:23][C:24]1[CH:25]=[C:26]2[C:30](=[CH:31][C:32]=1[NH:33][C:34](=[O:38])[CH2:35][O:36][CH3:37])[NH:29][C:28](=[O:39])/[C:27]/2=[CH:21]\[C:3]1[NH:4][C:5]2[CH2:11][CH2:10][CH2:9][N:8]([CH2:12][CH2:13][N:14]3[CH2:19][CH2:18][O:17][CH2:16][CH2:15]3)[C:7](=[O:20])[C:6]=2[C:2]=1[CH3:1]. No catalyst specified. The yield is 0.600. (9) The reactants are C(C1C(=O)C(Cl)=C(Cl)C(=O)C=1C#N)#N.[C:15]([CH:17]1[CH:29]([C:30]([O:32][CH2:33][CH3:34])=[O:31])[C:28]2[C:27]3[C:22](=[CH:23][CH:24]=[CH:25][CH:26]=3)[NH:21][C:20]=2[C:19]2[CH2:35][CH2:36][CH2:37][C:18]1=2)#[N:16]. The catalyst is C1(C)C=CC=CC=1. The product is [C:15]([C:17]1[C:29]([C:30]([O:32][CH2:33][CH3:34])=[O:31])=[C:28]2[C:20]([NH:21][C:22]3[C:27]2=[CH:26][CH:25]=[CH:24][CH:23]=3)=[C:19]2[CH2:35][CH2:36][CH2:37][C:18]=12)#[N:16]. The yield is 0.380.